This data is from Reaction yield outcomes from USPTO patents with 853,638 reactions. The task is: Predict the reaction yield, written as a fraction of the theoretical maximum amount of product (1.0 means a 100% yield; for example, 0.34 means a 34% yield). (1) The reactants are [CH3:1][C:2]1[CH:3]=[N:4][N:5]([CH2:7][C:8]2[CH:13]=[CH:12][C:11]([CH2:14]O)=[CH:10][CH:9]=2)[CH:6]=1.[NH:16]1[CH:20]=[C:19]([C:21]([O:23][CH2:24][CH3:25])=[O:22])[CH:18]=[N:17]1.C1(P(C2C=CC=CC=2)C2C=CC=CC=2)C=CC=CC=1.N(/C(OC(C)C)=O)=N\C(OC(C)C)=O. The catalyst is C1COCC1. The product is [CH3:1][C:2]1[CH:3]=[N:4][N:5]([CH2:7][C:8]2[CH:13]=[CH:12][C:11]([CH2:14][N:16]3[CH:20]=[C:19]([C:21]([O:23][CH2:24][CH3:25])=[O:22])[CH:18]=[N:17]3)=[CH:10][CH:9]=2)[CH:6]=1. The yield is 0.750. (2) The yield is 0.900. The reactants are [BrH:1].C(Cl)(Cl)=S.Br[C:7]1[C:16]([N:17]=[C:18]=[S:19])=[CH:15][CH:14]=[C:13]2[C:8]=1[N:9]=[CH:10][CH:11]=[N:12]2. The product is [Br:1][C:16]1([N:17]=[C:18]=[S:19])[CH:15]=[CH:14][C:13]2[N:12]=[CH:11][CH:10]=[N:9][C:8]=2[CH2:7]1. The catalyst is O. (3) The reactants are [Br:1][C:2]1[C:10]2[C:5](=[N:6][CH:7]=[C:8]([C:11]3[CH:16]=[CH:15][CH:14]=[CH:13][CH:12]=3)[CH:9]=2)[NH:4][CH:3]=1.[C:17]1([CH3:27])[CH:22]=[CH:21][C:20]([S:23](Cl)(=[O:25])=[O:24])=[CH:19][CH:18]=1.ClCCl.[OH-].[Na+]. The catalyst is S([O-])(O)(=O)=O.C([N+](CCCC)(CCCC)CCCC)CCC.O. The product is [Br:1][C:2]1[C:10]2[C:5](=[N:6][CH:7]=[C:8]([C:11]3[CH:16]=[CH:15][CH:14]=[CH:13][CH:12]=3)[CH:9]=2)[N:4]([S:23]([C:20]2[CH:21]=[CH:22][C:17]([CH3:27])=[CH:18][CH:19]=2)(=[O:25])=[O:24])[CH:3]=1. The yield is 0.680. (4) The reactants are [Cl:1][C:2]1[C:7](=[O:8])[C:6]([OH:9])=[CH:5][N:4]([CH3:10])[C:3]=1[CH3:11].C(=O)([O-])[O-].[K+].[K+].C[O:19][CH:20](O)[C:21]([F:24])([F:23])[F:22]. The catalyst is CO. The product is [Cl:1][C:2]1[C:7](=[O:8])[C:6]([OH:9])=[C:5]([CH:20]([OH:19])[C:21]([F:24])([F:23])[F:22])[N:4]([CH3:10])[C:3]=1[CH3:11]. The yield is 0.850. (5) The reactants are [NH2:1][C:2]1[CH:10]=[C:6]([C:7]([OH:9])=[O:8])[C:5]([OH:11])=[CH:4][CH:3]=1.C(N(CC)CC)C.[F:19][C:20]1[C:27]([F:28])=[C:26]([C:29]([F:32])([F:31])[F:30])[C:25]([F:33])=[C:24]([F:34])[C:21]=1[CH2:22]Br. The catalyst is CN(C=O)C. The product is [OH:11][C:5]1[CH:4]=[CH:3][C:2]([NH:1][CH2:22][C:21]2[C:24]([F:34])=[C:25]([F:33])[C:26]([C:29]([F:30])([F:32])[F:31])=[C:27]([F:28])[C:20]=2[F:19])=[CH:10][C:6]=1[C:7]([OH:9])=[O:8]. The yield is 0.640. (6) The reactants are Cl[C:2]1[CH:7]=[C:6]([C:8]2[N:13]=[CH:12][N:11]=[C:10]([NH:14][C:15]3[CH:16]=[N:17][C:18]([O:21][CH3:22])=[CH:19][CH:20]=3)[N:9]=2)[CH:5]=[CH:4][N:3]=1.[NH:23]1[CH2:28][CH2:27][CH2:26][CH2:25][CH2:24]1.N12CCCN=C1CCCCC2.[Cl-].[NH4+].CN(C)[CH:44]=[O:45]. The catalyst is [C-]#[O+].[C-]#[O+].[C-]#[O+].[C-]#[O+].[C-]#[O+].[C-]#[O+].[Mo].C1C=CC([P]([Pd]([P](C2C=CC=CC=2)(C2C=CC=CC=2)C2C=CC=CC=2)([P](C2C=CC=CC=2)(C2C=CC=CC=2)C2C=CC=CC=2)[P](C2C=CC=CC=2)(C2C=CC=CC=2)C2C=CC=CC=2)(C2C=CC=CC=2)C2C=CC=CC=2)=CC=1. The product is [CH3:22][O:21][C:18]1[N:17]=[CH:16][C:15]([NH:14][C:10]2[N:11]=[CH:12][N:13]=[C:8]([C:6]3[CH:5]=[CH:4][N:3]=[C:2]([C:44]([N:23]4[CH2:28][CH2:27][CH2:26][CH2:25][CH2:24]4)=[O:45])[CH:7]=3)[N:9]=2)=[CH:20][CH:19]=1. The yield is 0.260.